Dataset: Forward reaction prediction with 1.9M reactions from USPTO patents (1976-2016). Task: Predict the product of the given reaction. (1) Given the reactants Cl[C:2]1[CH:20]=[C:19]([O:21][CH2:22][CH:23]=[C:24]([Cl:26])[Cl:25])[CH:18]=[C:17]([Cl:27])[C:3]=1[O:4][CH2:5][CH2:6][CH2:7][O:8][C:9]1[CH:16]=[CH:15][CH:14]=[CH:13][C:10]=1C#N.[ClH:28].[NH2:29][OH:30].C(O)C.[CH2:34]([N:36](CC)CC)C, predict the reaction product. The product is: [Cl:28][C:2]1[CH:20]=[C:19]([O:21][CH2:22][CH:23]=[C:24]([Cl:25])[Cl:26])[CH:18]=[C:17]([Cl:27])[C:3]=1[O:4][CH2:5][CH2:6][CH2:7][O:8][C:9]1[CH:10]=[CH:13][C:14]([C:34]([NH:29][OH:30])=[NH:36])=[CH:15][CH:16]=1. (2) Given the reactants [CH2:1]([O:3][C:4](=[O:11])[C:5]1[CH:10]=[CH:9][CH:8]=[CH:7][CH:6]=1)[CH3:2].C([SiH]([CH2:17][CH3:18])CC)C.[Cl:19][C:20]1[CH:21]=[C:22]2[C:26](=[CH:27][CH:28]=1)[NH:25][C:24]([CH2:29][CH2:30][N:31]1[C:39](=[O:40])[C:38]3[C:33](=[CH:34][CH:35]=[CH:36][CH:37]=3)[C:32]1=[O:41])=[CH:23]2.F[C:43](F)(F)C(O)=O, predict the reaction product. The product is: [CH2:1]([O:3][C:4](=[O:11])[C:5]1[CH:10]=[CH:9][C:8]([CH2:43][CH2:17][CH2:18][C:23]2[C:22]3[C:26](=[CH:27][CH:28]=[C:20]([Cl:19])[CH:21]=3)[NH:25][C:24]=2[CH2:29][CH2:30][N:31]2[C:32](=[O:41])[C:33]3[C:38](=[CH:37][CH:36]=[CH:35][CH:34]=3)[C:39]2=[O:40])=[CH:7][CH:6]=1)[CH3:2]. (3) Given the reactants [CH3:1][C:2]1[CH:21]=[CH:20][C:19](B2OC(C)(C)C(C)(C)O2)=[CH:18][C:3]=1[C:4]([NH:6][CH2:7][C:8]12[CH2:17][CH:12]3[CH2:13][CH:14]([CH2:16][CH:10]([CH2:11]3)[CH2:9]1)[CH2:15]2)=[O:5].C[O:32][C:33](=[O:41])[C:34]1[CH:39]=[CH:38][CH:37]=[CH:36][C:35]=1Br.C(=O)([O-])[O-].[Na+].[Na+].[OH-].[Na+], predict the reaction product. The product is: [CH3:1][C:2]1[CH:21]=[CH:20][C:19]([C:35]2[C:34]([C:33]([OH:41])=[O:32])=[CH:39][CH:38]=[CH:37][CH:36]=2)=[CH:18][C:3]=1[C:4]([NH:6][CH2:7][C:8]12[CH2:17][CH:12]3[CH2:11][CH:10]([CH2:16][CH:14]([CH2:13]3)[CH2:15]1)[CH2:9]2)=[O:5].